Predict the product of the given reaction. From a dataset of Forward reaction prediction with 1.9M reactions from USPTO patents (1976-2016). (1) Given the reactants [C:1]([NH:11][C:12]1[CH:17]=[CH:16][C:15]([N:18]2[CH2:23][CH2:22][O:21][CH2:20][CH2:19]2)=[C:14]([F:24])[CH:13]=1)([O:3][CH2:4][C:5]1C=CC=CC=1)=[O:2].[C:25](OC[C@@H]1OC1)(=[O:29])CCC.C([Li])CCC.CCCCCC, predict the reaction product. The product is: [OH:29][CH2:25][C@@H:4]1[O:3][C:1](=[O:2])[N:11]([C:12]2[CH:17]=[CH:16][C:15]([N:18]3[CH2:19][CH2:20][O:21][CH2:22][CH2:23]3)=[C:14]([F:24])[CH:13]=2)[CH2:5]1. (2) Given the reactants [Br:1][C:2]1[CH:3]=[N:4][C:5]2[N:6]([N:8]=[C:9]([C:11]([N:13]3[CH2:18][CH2:17][C:16]4[NH:19][CH:20]=[CH:21][C:15]=4[CH:14]3[CH3:22])=[O:12])[CH:10]=2)[CH:7]=1.[C:23](O)(=[O:25])[CH3:24], predict the reaction product. The product is: [Br:1][C:2]1[CH:3]=[N:4][C:5]2[N:6]([N:8]=[C:9]([C:11]([N:13]3[CH2:18][CH2:17][C:16]4[N:19]([C:23](=[O:25])[CH3:24])[CH:20]=[CH:21][C:15]=4[CH:14]3[CH3:22])=[O:12])[CH:10]=2)[CH:7]=1.